From a dataset of Reaction yield outcomes from USPTO patents with 853,638 reactions. Predict the reaction yield, written as a fraction of the theoretical maximum amount of product (1.0 means a 100% yield; for example, 0.34 means a 34% yield). (1) The reactants are [C:1]([OH:9])(=O)[C:2]1[CH:7]=[CH:6][CH:5]=[N:4][CH:3]=1.[NH2:10][CH2:11][CH2:12][S:13][S:14][CH2:15][CH2:16][NH:17][C:18](=[O:24])[O:19][C:20]([CH3:23])([CH3:22])[CH3:21].CCN=C=NCCCN(C)C. The catalyst is CC#N.CCOC(C)=O. The product is [C:1]([NH:10][CH2:11][CH2:12][S:13][S:14][CH2:15][CH2:16][NH:17][C:18](=[O:24])[O:19][C:20]([CH3:22])([CH3:21])[CH3:23])(=[O:9])[C:2]1[CH:7]=[CH:6][CH:5]=[N:4][CH:3]=1. The yield is 0.560. (2) The reactants are Br[C:2]1[C:10]2[C:5](=[CH:6][CH:7]=[C:8]([C:11]3[N:15]=[CH:14][N:13](C(C4C=CC=CC=4)(C4C=CC=CC=4)C4C=CC=CC=4)[N:12]=3)[CH:9]=2)[N:4](C2CCCCO2)[N:3]=1.[F:41][C:42]([F:53])([F:52])[C:43]1[CH:48]=[CH:47][C:46](B(O)O)=[CH:45][CH:44]=1.COCCOC.P([O-])([O-])([O-])=O.[K+].[K+].[K+]. The catalyst is C(Cl)Cl. The product is [F:41][C:42]([F:53])([F:52])[C:43]1[CH:48]=[CH:47][C:46]([C:2]2[C:10]3[C:5](=[CH:6][CH:7]=[C:8]([C:11]4[NH:12][N:13]=[CH:14][N:15]=4)[CH:9]=3)[NH:4][N:3]=2)=[CH:45][CH:44]=1. The yield is 0.113.